Dataset: Full USPTO retrosynthesis dataset with 1.9M reactions from patents (1976-2016). Task: Predict the reactants needed to synthesize the given product. (1) Given the product [CH2:15]([N:22]1[CH2:27][CH2:26][CH:25]([NH:28][CH2:29][C:31]2[N:32]=[CH:33][NH:34][CH:35]=2)[CH2:24][CH2:23]1)[C:16]1[CH:17]=[CH:18][CH:19]=[CH:20][CH:21]=1, predict the reactants needed to synthesize it. The reactants are: C(O[BH-](OC(=O)C)OC(=O)C)(=O)C.[Na+].[CH2:15]([N:22]1[CH2:27][CH2:26][CH:25]([NH2:28])[CH2:24][CH2:23]1)[C:16]1[CH:21]=[CH:20][CH:19]=[CH:18][CH:17]=1.[CH:29]([C:31]1[N:32]=[CH:33][NH:34][CH:35]=1)=O.[OH-].[Na+]. (2) Given the product [NH2:1][C:2]1[CH:7]=[C:6]([C:8]2[CH:16]=[CH:15][C:11]3=[N:12][O:13][N:14]=[C:10]3[C:9]=2[O:28][CH3:26])[N:5]=[C:4]([C:18]([O:20][CH3:21])=[O:19])[C:3]=1[Cl:22], predict the reactants needed to synthesize it. The reactants are: [NH2:1][C:2]1[CH:7]=[C:6]([C:8]2[CH:16]=[CH:15][C:11]3=[N:12][O:13][N:14]=[C:10]3[C:9]=2F)[N:5]=[C:4]([C:18]([O:20][CH3:21])=[O:19])[C:3]=1[Cl:22].C[O-].[Na+].[C:26](O)(=[O:28])C. (3) Given the product [C:2]1([S:8]([O-:11])(=[O:10])=[O:9])[CH:7]=[CH:6][CH:5]=[CH:4][CH:3]=1.[CH3:12][N:13]([CH3:21])[CH2:14][CH:15]=[CH:16][C:17]([NH:19][CH3:20])=[O:18], predict the reactants needed to synthesize it. The reactants are: O.[C:2]1([S:8]([OH:11])(=[O:10])=[O:9])[CH:7]=[CH:6][CH:5]=[CH:4][CH:3]=1.[CH3:12][N:13]([CH3:21])[CH2:14][CH:15]=[CH:16][C:17]([NH:19][CH3:20])=[O:18]. (4) Given the product [C:15]1([S:12]([N:9]2[CH2:8][CH2:7][C:6]3([C:4](=[O:3])[N:29]([C:30]4[N:31]=[N:32][C:33]([O:36][CH3:37])=[CH:34][CH:35]=4)[CH2:22][CH2:21]3)[CH2:11][CH2:10]2)(=[O:13])=[O:14])[CH:16]=[CH:17][CH:18]=[CH:19][CH:20]=1, predict the reactants needed to synthesize it. The reactants are: C([O:3][C:4]([C:6]1([CH2:21][CH2:22]OC)[CH2:11][CH2:10][N:9]([S:12]([C:15]2[CH:20]=[CH:19][CH:18]=[CH:17][CH:16]=2)(=[O:14])=[O:13])[CH2:8][CH2:7]1)=O)C.[Cl-].C[Al+]C.[NH2:29][C:30]1[N:31]=[N:32][C:33]([O:36][CH3:37])=[CH:34][CH:35]=1. (5) Given the product [Si:15]([O:12][CH:3]([C:2]([F:1])([F:13])[F:14])[CH2:4][CH2:5][C:6]1[CH:11]=[CH:10][CH:9]=[CH:8][N:7]=1)([C:18]([CH3:21])([CH3:20])[CH3:19])([CH3:17])[CH3:16], predict the reactants needed to synthesize it. The reactants are: [F:1][C:2]([F:14])([F:13])[CH:3]([OH:12])[CH2:4][CH2:5][C:6]1[CH:11]=[CH:10][CH:9]=[CH:8][N:7]=1.[Si:15](Cl)([C:18]([CH3:21])([CH3:20])[CH3:19])([CH3:17])[CH3:16].N1C=CN=C1. (6) Given the product [CH3:1][C@H:2]1[CH2:6][CH2:5][CH2:4][N:3]1[C@H:7]1[CH2:11][CH2:10][N:9]([C:12]2[CH:13]=[CH:14][C:15]([NH:18][C:25]([CH:22]3[CH2:23][CH2:24][O:19][CH2:20][CH2:21]3)=[O:26])=[N:16][CH:17]=2)[CH2:8]1, predict the reactants needed to synthesize it. The reactants are: [CH3:1][C@H:2]1[CH2:6][CH2:5][CH2:4][N:3]1[C@H:7]1[CH2:11][CH2:10][N:9]([C:12]2[CH:13]=[CH:14][C:15]([NH2:18])=[N:16][CH:17]=2)[CH2:8]1.[O:19]1[CH2:24][CH2:23][CH:22]([C:25](O)=[O:26])[CH2:21][CH2:20]1.CN1CCOCC1.ON1C2C=CC=CC=2N=N1.CCN=C=NCCCN(C)C.Cl.Cl.